This data is from Reaction yield outcomes from USPTO patents with 853,638 reactions. The task is: Predict the reaction yield, written as a fraction of the theoretical maximum amount of product (1.0 means a 100% yield; for example, 0.34 means a 34% yield). The reactants are [CH:1]([C:3]1[O:4][C:5]([C:8]([OH:10])=[O:9])=[CH:6][CH:7]=1)=O.Cl.[NH2:12]O.C(OC(=O)C)(=O)C.Cl. The catalyst is O.N1C=CC=CC=1. The product is [C:1]([C:3]1[O:4][C:5]([C:8]([OH:10])=[O:9])=[CH:6][CH:7]=1)#[N:12]. The yield is 0.460.